Dataset: Full USPTO retrosynthesis dataset with 1.9M reactions from patents (1976-2016). Task: Predict the reactants needed to synthesize the given product. (1) Given the product [CH3:41][O:40][C:37]1[CH:36]=[CH:35][C:34]([CH2:33][N:8]([CH2:7][C:6]2[CH:5]=[CH:4][C:3]([O:2][CH3:1])=[CH:43][CH:42]=2)[C:9]2[N:10]=[CH:11][C:12]([C:15]3[C:16]4[CH2:29][CH2:28][NH:27][C:17]=4[N:18]=[C:19]([N:21]4[CH2:26][CH2:25][O:24][CH2:23][CH2:22]4)[N:20]=3)=[CH:13][N:14]=2)=[CH:39][CH:38]=1, predict the reactants needed to synthesize it. The reactants are: [CH3:1][O:2][C:3]1[CH:43]=[CH:42][C:6]([CH2:7][N:8]([CH2:33][C:34]2[CH:39]=[CH:38][C:37]([O:40][CH3:41])=[CH:36][CH:35]=2)[C:9]2[N:14]=[CH:13][C:12]([C:15]3[C:16]4[CH2:29][CH2:28][N:27](C(=O)C)[C:17]=4[N:18]=[C:19]([N:21]4[CH2:26][CH2:25][O:24][CH2:23][CH2:22]4)[N:20]=3)=[CH:11][N:10]=2)=[CH:5][CH:4]=1.Cl. (2) Given the product [F:1][C:2]1([CH:4]([OH:18])[CH2:5][C:6]([C:9]2[CH:14]=[C:13]([F:15])[CH:12]=[CH:11][C:10]=2[O:16][CH3:17])([CH3:8])[CH3:7])[CH2:19][CH2:3]1, predict the reactants needed to synthesize it. The reactants are: [F:1][C:2]([CH:4]([OH:18])[CH2:5][C:6]([C:9]1[CH:14]=[C:13]([F:15])[CH:12]=[CH:11][C:10]=1[O:16][CH3:17])([CH3:8])[CH3:7])=[CH2:3].[CH2:19]([Zn]CC)C.ICI.O. (3) Given the product [CH3:10][CH:9]([CH3:11])[CH2:8][O:7][CH2:6][B:25]([OH:30])[OH:26], predict the reactants needed to synthesize it. The reactants are: C([Sn](CCCC)(CCCC)[CH2:6][O:7][CH2:8][CH:9]([CH3:11])[CH3:10])CCC.C([Li])CCC.[B:25](OC(C)C)([O:30]C(C)C)[O:26]C(C)C.[OH-].[Na+]. (4) Given the product [NH:4]1[C:14]2[C:3](=[CH:9][CH:10]=[CH:11][C:12]=2[CH2:13][NH:5][CH2:6][CH2:7][CH3:8])[CH:2]=[CH:1]1, predict the reactants needed to synthesize it. The reactants are: [CH2:1]([NH2:4])[CH2:2][CH3:3].[NH:5]1[C:13]2[C:8](=[CH:9][CH:10]=[CH:11][C:12]=2[CH:14]=O)[CH:7]=[CH:6]1.C(O)(=O)C.[BH4-].[Na+]. (5) The reactants are: Br[C:2]1[CH:3]=[C:4]([CH2:8][NH:9][S:10]([CH3:13])(=[O:12])=[O:11])[CH:5]=[N:6][CH:7]=1.[C:14]([N:21]1[C:29]2[C:24](=[CH:25][CH:26]=[C:27]([Cl:30])[CH:28]=2)[CH:23]=[C:22]1B(O)O)([O:16][C:17]([CH3:20])([CH3:19])[CH3:18])=[O:15].COC1C=CC=C(OC)C=1C1C=CC=CC=1P(C1CCCCC1)C1CCCCC1.P([O-])([O-])([O-])=O.[K+].[K+].[K+]. Given the product [C:17]([O:16][C:14]([N:21]1[C:29]2[C:24](=[CH:25][CH:26]=[C:27]([Cl:30])[CH:28]=2)[CH:23]=[C:22]1[C:2]1[CH:7]=[N:6][CH:5]=[C:4]([CH2:8][NH:9][S:10]([CH3:13])(=[O:12])=[O:11])[CH:3]=1)=[O:15])([CH3:20])([CH3:18])[CH3:19], predict the reactants needed to synthesize it. (6) The reactants are: Cl[C:2]1[CH:7]=[CH:6][N:5]=[C:4]2[CH:8]=[C:9]([C:11]([N:13]3[CH2:17][CH2:16][CH2:15][C@H:14]3[CH2:18][O:19][CH3:20])=[O:12])[S:10][C:3]=12.[CH:21]1([CH2:24][NH:25][C:26]([C:28]2[C:29]3[CH:37]=[CH:36][C:35]([OH:38])=[CH:34][C:30]=3[S:31][C:32]=2[CH3:33])=[O:27])[CH2:23][CH2:22]1.C([O-])([O-])=O.[Cs+].[Cs+]. Given the product [CH:21]1([CH2:24][NH:25][C:26]([C:28]2[C:29]3[CH:37]=[CH:36][C:35]([O:38][C:2]4[CH:7]=[CH:6][N:5]=[C:4]5[CH:8]=[C:9]([C:11]([N:13]6[CH2:17][CH2:16][CH2:15][C@H:14]6[CH2:18][O:19][CH3:20])=[O:12])[S:10][C:3]=45)=[CH:34][C:30]=3[S:31][C:32]=2[CH3:33])=[O:27])[CH2:23][CH2:22]1, predict the reactants needed to synthesize it. (7) The reactants are: [CH2:1]([O:8][C:9]1[C:17]2[N:16]=[C:15]([CH:18]3[CH2:20][CH2:19]3)[N:14]([CH3:21])[C:13]=2[CH:12]=[C:11](Br)[CH:10]=1)[C:2]1[CH:7]=[CH:6][CH:5]=[CH:4][CH:3]=1.C1(P(C2C=CC=CC=2)C2C=CC=CC=2)C=CC=CC=1.[CH3:42][NH:43][CH3:44].[C:45](=[O:47])=O. Given the product [CH3:42][N:43]([CH3:44])[C:45]([C:11]1[CH:10]=[C:9]([O:8][CH2:1][C:2]2[CH:7]=[CH:6][CH:5]=[CH:4][CH:3]=2)[C:17]2[N:16]=[C:15]([CH:18]3[CH2:20][CH2:19]3)[N:14]([CH3:21])[C:13]=2[CH:12]=1)=[O:47], predict the reactants needed to synthesize it. (8) Given the product [Cl:31][C:9]1[C:8]([N:5]2[CH2:6][CH2:7][C@@H:2]([NH:1][CH2:45][C@@H:46]([OH:47])[CH3:48])[C@H:3]([OH:32])[CH2:4]2)=[CH:13][C:12]([C:14]#[N:15])=[CH:11][C:10]=1[NH:16][C:17]1[N:22]=[C:21]([NH:23][CH2:24][CH3:25])[C:20]2=[N:26][CH:27]=[C:28]([C:29]#[N:30])[N:19]2[N:18]=1, predict the reactants needed to synthesize it. The reactants are: [NH2:1][C@@H:2]1[CH2:7][CH2:6][N:5]([C:8]2[C:9]([Cl:31])=[C:10]([NH:16][C:17]3[N:22]=[C:21]([NH:23][CH2:24][CH3:25])[C:20]4=[N:26][CH:27]=[C:28]([C:29]#[N:30])[N:19]4[N:18]=3)[CH:11]=[C:12]([C:14]#[N:15])[CH:13]=2)[CH2:4][C@H:3]1[OH:32].CCN(C(C)C)C(C)C.C(Cl)Cl.[CH3:45][C@H:46]1[CH2:48][O:47]1. (9) Given the product [ClH:41].[CH3:12][CH:10]([O:9][C:8]1[CH:7]=[CH:6][C:5]([C:13]2[O:17][N:16]=[C:15]([C:18]3[CH:27]=[CH:26][CH:25]=[C:24]4[C:19]=3[CH2:20][CH2:21][N:22]([C:28](=[O:40])[C@H:29]([CH2:30][OH:31])[NH2:32])[CH2:23]4)[N:14]=2)=[CH:4][C:3]=1[C:1]#[N:2])[CH3:11], predict the reactants needed to synthesize it. The reactants are: [C:1]([C:3]1[CH:4]=[C:5]([C:13]2[O:17][N:16]=[C:15]([C:18]3[CH:27]=[CH:26][CH:25]=[C:24]4[C:19]=3[CH2:20][CH2:21][N:22]([C:28](=[O:40])[C@@H:29]([NH:32]C(=O)OC(C)(C)C)[CH2:30][OH:31])[CH2:23]4)[N:14]=2)[CH:6]=[CH:7][C:8]=1[O:9][CH:10]([CH3:12])[CH3:11])#[N:2].[ClH:41].CCOCC. (10) Given the product [CH3:1][N:2]1[C:7]([CH3:8])=[C:6]([N+:9]([O-:11])=[O:10])[C:5](=[O:12])[N:4]([CH2:15][CH2:16][CH2:17][O:18][CH:19]2[CH2:24][CH2:23][CH2:22][CH2:21][O:20]2)[C:3]1=[O:13], predict the reactants needed to synthesize it. The reactants are: [CH3:1][N:2]1[C:7]([CH3:8])=[C:6]([N+:9]([O-:11])=[O:10])[C:5](=[O:12])[NH:4][C:3]1=[O:13].Br[CH2:15][CH2:16][CH2:17][O:18][CH:19]1[CH2:24][CH2:23][CH2:22][CH2:21][O:20]1.C([O-])([O-])=O.[K+].[K+].